Predict which catalyst facilitates the given reaction. From a dataset of Catalyst prediction with 721,799 reactions and 888 catalyst types from USPTO. (1) Reactant: [Cl:1][C:2]1[CH:8]=[CH:7][C:6]([S:9]([N:12]2[C:21]3[C:16](=[CH:17][C:18]([CH3:22])=[CH:19][CH:20]=3)[CH2:15][CH2:14][CH2:13]2)(=[O:11])=[O:10])=[CH:5][C:3]=1[NH2:4].[N:23]([C:26]1[CH:35]=[CH:34][CH:33]=[CH:32][C:27]=1[C:28](OC)=[O:29])=[C:24]=[O:25].C(O)C(N)(CO)CO. Product: [Cl:1][C:2]1[CH:8]=[CH:7][C:6]([S:9]([N:12]2[C:21]3[C:16](=[CH:17][C:18]([CH3:22])=[CH:19][CH:20]=3)[CH2:15][CH2:14][CH2:13]2)(=[O:11])=[O:10])=[CH:5][C:3]=1[N:4]1[C:28](=[O:29])[C:27]2[C:26](=[CH:35][CH:34]=[CH:33][CH:32]=2)[NH:23][C:24]1=[O:25]. The catalyst class is: 251. (2) Reactant: Br[CH2:2][C:3]1[N:7]([CH2:8][CH3:9])[N:6]([CH:10]2[CH2:15][CH2:14][CH2:13][CH2:12][CH2:11]2)[C:5](=[O:16])[C:4]=1[Cl:17].[C:18]1([C:24]2([C:30]#[N:31])[CH2:29][CH2:28][NH:27][CH2:26][CH2:25]2)[CH:23]=[CH:22][CH:21]=[CH:20][CH:19]=1.C(=O)([O-])[O-].[K+].[K+]. Product: [Cl:17][C:4]1[C:5](=[O:16])[N:6]([CH:10]2[CH2:15][CH2:14][CH2:13][CH2:12][CH2:11]2)[N:7]([CH2:8][CH3:9])[C:3]=1[CH2:2][N:27]1[CH2:26][CH2:25][C:24]([C:18]2[CH:23]=[CH:22][CH:21]=[CH:20][CH:19]=2)([C:30]#[N:31])[CH2:29][CH2:28]1. The catalyst class is: 10. (3) Product: [CH3:1][C:2]1[CH:7]=[C:6]([CH3:8])[CH:5]=[CH:4][C:3]=1[C:9]1[O:13][N:12]=[CH:11][C:10]=1[C:14]([N:40]1[CH2:45][CH2:44][CH2:43][C@@H:42]([C:46]([OH:49])([CH3:48])[CH3:47])[CH2:41]1)=[O:16]. Reactant: [CH3:1][C:2]1[CH:7]=[C:6]([CH3:8])[CH:5]=[CH:4][C:3]=1[C:9]1[O:13][N:12]=[CH:11][C:10]=1[C:14]([OH:16])=O.CN(C(ON1N=NC2C=CC=CC1=2)=[N+](C)C)C.[B-](F)(F)(F)F.Cl.[NH:40]1[CH2:45][CH2:44][CH2:43][C@@H:42]([C:46]([OH:49])([CH3:48])[CH3:47])[CH2:41]1.C(N(CC)CC)C. The catalyst class is: 2.